This data is from Full USPTO retrosynthesis dataset with 1.9M reactions from patents (1976-2016). The task is: Predict the reactants needed to synthesize the given product. (1) Given the product [Cl:1][C:2]1[CH:9]=[C:8]([N:10]([CH2:16][C:17]2[CH:22]=[CH:21][CH:20]=[CH:19][C:18]=2[Cl:23])[C@H:11]2[CH2:15][CH2:14][N:13]([CH2:30][C:26]3[N:25]([CH3:24])[CH:29]=[CH:28][N:27]=3)[CH2:12]2)[CH:7]=[CH:6][C:3]=1[C:4]#[N:5], predict the reactants needed to synthesize it. The reactants are: [Cl:1][C:2]1[CH:9]=[C:8]([N:10]([CH2:16][C:17]2[CH:22]=[CH:21][CH:20]=[CH:19][C:18]=2[Cl:23])[C@H:11]2[CH2:15][CH2:14][NH:13][CH2:12]2)[CH:7]=[CH:6][C:3]=1[C:4]#[N:5].[CH3:24][N:25]1[CH:29]=[CH:28][N:27]=[C:26]1[CH:30]=O.[C-]#N.[K+].[BH4-].[Na+]. (2) The reactants are: OCCS[CH2:5][CH2:6][NH:7][C:8](=[O:14])[O:9][C:10]([CH3:13])([CH3:12])[CH3:11].O[O:16][S:17]([O-:19])=O.[K+].[CH3:21][CH2:22][OH:23]. Given the product [OH:23][CH2:22][CH2:21][S:17]([CH2:5][CH2:6][NH:7][C:8](=[O:14])[O:9][C:10]([CH3:11])([CH3:13])[CH3:12])(=[O:19])=[O:16], predict the reactants needed to synthesize it. (3) Given the product [CH:1]1([O:6][NH:7][S:28]([C:25]2[CH:24]=[CH:23][C:22]([O:21][CH3:20])=[CH:27][CH:26]=2)(=[O:30])=[O:29])[CH2:2][CH2:3][CH2:4][CH2:5]1, predict the reactants needed to synthesize it. The reactants are: [CH:1]1([O:6][N:7]2C(=O)C3C(=CC=CC=3)C2=O)[CH2:5][CH2:4][CH2:3][CH2:2]1.NN.[CH3:20][O:21][C:22]1[CH:27]=[CH:26][C:25]([S:28](Cl)(=[O:30])=[O:29])=[CH:24][CH:23]=1.C(N(CC)C(C)C)(C)C. (4) Given the product [C:3]([O:18][C:15]([N:1]1[CH2:6][C@@H:5]([C:7]([OH:9])=[O:8])[CH2:4][C@@H:3]([C:11]([OH:13])=[O:12])[CH2:2]1)=[O:17])([CH3:11])([CH3:4])[CH3:2], predict the reactants needed to synthesize it. The reactants are: [N:1]1[CH:6]=[C:5]([C:7]([O:9]C)=[O:8])[CH:4]=[C:3]([C:11]([O:13]C)=[O:12])[CH:2]=1.[C:15]([OH:18])(=[O:17])C. (5) Given the product [ClH:1].[Cl:1][C:2]1[CH:14]=[N:13][C:5]2[NH:6][C:7]3[CH2:12][CH2:11][N:10]([C:24]([C:25]4[CH:30]=[CH:29][CH:28]=[CH:27][C:26]=4[O:31][CH3:32])=[O:33])[CH2:9][C:8]=3[C:4]=2[CH:3]=1, predict the reactants needed to synthesize it. The reactants are: [Cl:1][C:2]1[CH:14]=[N:13][C:5]2[NH:6][C:7]3[CH2:12][CH2:11][NH:10][CH2:9][C:8]=3[C:4]=2[CH:3]=1.CCN(C(C)C)C(C)C.[C:24](Cl)(=[O:33])[C:25]1[C:26]([O:31][CH3:32])=[CH:27][CH:28]=[CH:29][CH:30]=1.Cl.CCOCC. (6) Given the product [CH2:1]([O:6][CH2:7][C:8]#[C:9][CH2:10][OH:12])[CH2:2][CH2:3][CH2:4][CH3:5], predict the reactants needed to synthesize it. The reactants are: [CH2:1]([O:6][CH2:7][C:8]#[CH:9])[CH2:2][CH2:3][CH2:4][CH3:5].[CH2:10]([O:12]CC)C.C([Li])CCC.C=O. (7) Given the product [ClH:8].[Cl:8][C:5]1[C:4]2[CH2:9][O:10][C@:11]3([CH3:16])[C@H:15]([C:3]=2[C:2]([O:18][CH3:17])=[CH:7][CH:6]=1)[CH2:14][NH:13][CH2:12]3, predict the reactants needed to synthesize it. The reactants are: Br[C:2]1[C:3]2[C@H:15]3[C@:11]([CH3:16])([CH2:12][NH:13][CH2:14]3)[O:10][CH2:9][C:4]=2[C:5]([Cl:8])=[CH:6][CH:7]=1.[CH3:17][O-:18].[Na+].Cl. (8) Given the product [C:1]([C:5]1[N:9]([CH2:10][CH:11]2[CH2:16][CH2:15][O:14][CH2:13][CH2:12]2)[C:8]2[CH:17]=[CH:18][C:19]([S:21]([N:30]3[CH:31]=[CH:32][C:28]([CH:25]4[CH2:27][CH2:26]4)=[N:29]3)(=[O:23])=[O:22])=[CH:20][C:7]=2[N:6]=1)([CH3:4])([CH3:3])[CH3:2], predict the reactants needed to synthesize it. The reactants are: [C:1]([C:5]1[N:9]([CH2:10][CH:11]2[CH2:16][CH2:15][O:14][CH2:13][CH2:12]2)[C:8]2[CH:17]=[CH:18][C:19]([S:21](Cl)(=[O:23])=[O:22])=[CH:20][C:7]=2[N:6]=1)([CH3:4])([CH3:3])[CH3:2].[CH:25]1([C:28]2[CH:32]=[CH:31][NH:30][N:29]=2)[CH2:27][CH2:26]1. (9) Given the product [OH:31]/[N:30]=[C:13](/[C:10]1[N:9]2[CH:15]=[C:16]([CH2:18][O:19][C:20]3[CH:29]=[CH:28][C:27]4[C:22](=[CH:23][CH:24]=[CH:25][CH:26]=4)[N:21]=3)[N:17]=[C:8]2[C:7]([N:4]2[CH2:5][CH2:6][O:1][CH2:2][CH2:3]2)=[N:12][CH:11]=1)\[NH2:14], predict the reactants needed to synthesize it. The reactants are: [O:1]1[CH2:6][CH2:5][N:4]([C:7]2[C:8]3[N:9]([CH:15]=[C:16]([CH2:18][O:19][C:20]4[CH:29]=[CH:28][C:27]5[C:22](=[CH:23][CH:24]=[CH:25][CH:26]=5)[N:21]=4)[N:17]=3)[C:10]([C:13]#[N:14])=[CH:11][N:12]=2)[CH2:3][CH2:2]1.[NH2:30][OH:31].